This data is from Full USPTO retrosynthesis dataset with 1.9M reactions from patents (1976-2016). The task is: Predict the reactants needed to synthesize the given product. (1) Given the product [CH2:14]([NH:12][C:2]1[C:3]([N+:8]([O-:10])=[O:9])=[N:4][CH:5]=[CH:6][CH:7]=1)[CH3:16], predict the reactants needed to synthesize it. The reactants are: F[C:2]1[C:3]([N+:8]([O-:10])=[O:9])=[N:4][CH:5]=[CH:6][CH:7]=1.C[N:12]([CH:14]=O)C.[CH2:16]1COCC1. (2) The reactants are: C(S)CCCCCCCCCCC.[Al+3].[Cl-].[Cl-].[Cl-].[F:18][C:19]1[CH:20]=[CH:21][C:22]([C:25]2[CH:30]=[CH:29][C:28]([O:31]C)=[CH:27][C:26]=2[F:33])=[N:23][CH:24]=1. Given the product [F:33][C:26]1[CH:27]=[C:28]([OH:31])[CH:29]=[CH:30][C:25]=1[C:22]1[CH:21]=[CH:20][C:19]([F:18])=[CH:24][N:23]=1, predict the reactants needed to synthesize it. (3) The reactants are: N1CCC(N)CC1.[N+:8]([C:11]1[CH:24]=[CH:23][C:14]([CH2:15][N:16]2[CH2:21][CH2:20][CH:19]([NH2:22])[CH2:18][CH2:17]2)=[CH:13][CH:12]=1)([O-])=O. Given the product [NH2:8][C:11]1[CH:12]=[CH:13][C:14]([CH2:15][N:16]2[CH2:17][CH2:18][CH:19]([NH2:22])[CH2:20][CH2:21]2)=[CH:23][CH:24]=1, predict the reactants needed to synthesize it. (4) Given the product [Br:15][C:10]1[CH:11]=[C:12]2[C:7](=[CH:8][CH:9]=1)[CH:6]=[C:5]([CH2:3][OH:2])[CH:14]=[CH:13]2, predict the reactants needed to synthesize it. The reactants are: C[O:2][C:3]([C:5]1[CH:14]=[CH:13][C:12]2[C:7](=[CH:8][CH:9]=[C:10]([Br:15])[CH:11]=2)[CH:6]=1)=O.[H-].[Al+3].[Li+].[H-].[H-].[H-]. (5) Given the product [C:52]([O:1][C:2]1[C:3]([C:10](=[O:11])[NH:12][C@H:13]2[CH2:21][CH2:20][CH2:19][C@H:18]([CH2:22][CH2:23][CH2:24][C:25]3[CH:30]=[CH:29][CH:28]=[CH:27][CH:26]=3)[C@@H:17]([CH2:31][C:32]3[CH:37]=[CH:36][C:35]([O:38][C:39]([F:42])([F:41])[F:40])=[CH:34][CH:33]=3)[C@H:16]([CH3:43])[O:15][C:14]2=[O:44])=[N:4][CH:5]=[CH:6][C:7]=1[O:8][CH3:9])(=[O:56])[CH:53]([CH3:55])[CH3:54], predict the reactants needed to synthesize it. The reactants are: [OH:1][C:2]1[C:3]([C:10]([NH:12][C@H:13]2[CH2:21][CH2:20][CH2:19][C@H:18]([CH2:22][CH2:23][CH2:24][C:25]3[CH:30]=[CH:29][CH:28]=[CH:27][CH:26]=3)[C@@H:17]([CH2:31][C:32]3[CH:37]=[CH:36][C:35]([O:38][C:39]([F:42])([F:41])[F:40])=[CH:34][CH:33]=3)[C@H:16]([CH3:43])[O:15][C:14]2=[O:44])=[O:11])=[N:4][CH:5]=[CH:6][C:7]=1[O:8][CH3:9].CCN(CC)CC.[C:52](Cl)(=[O:56])[CH:53]([CH3:55])[CH3:54]. (6) Given the product [NH2:38][C:37]1[C:28]([C:26]([NH:25][C:20]2[CH:21]=[N:22][CH:23]=[CH:24][C:19]=2[N:11]2[CH2:12][C@H:13]([C:15]([F:18])([F:16])[F:17])[CH2:14][C@H:9]([NH:8][C:6](=[O:7])[O:5][C:1]([CH3:3])([CH3:2])[CH3:4])[CH2:10]2)=[O:27])=[N:29][C:30]2[C:35]([CH:36]=1)=[CH:34][CH:33]=[C:32]([CH:49]1[CH2:50][CH2:51][N:52]([CH3:55])[CH2:53][CH2:54]1)[CH:31]=2, predict the reactants needed to synthesize it. The reactants are: [C:1]([O:5][C:6]([NH:8][C@H:9]1[CH2:14][C@@H:13]([C:15]([F:18])([F:17])[F:16])[CH2:12][N:11]([C:19]2[CH:24]=[CH:23][N:22]=[CH:21][C:20]=2[NH:25][C:26]([C:28]2[C:37]([NH:38]C(=O)OCC3C=CC=CC=3)=[CH:36][C:35]3[C:30](=[CH:31][C:32]([C:49]4[CH2:50][CH2:51][N:52]([CH3:55])[CH2:53][CH:54]=4)=[CH:33][CH:34]=3)[N:29]=2)=[O:27])[CH2:10]1)=[O:7])([CH3:4])([CH3:3])[CH3:2].[H][H]. (7) The reactants are: [NH2:1][C:2]1[C:7]([C:8]([C:10]2[CH:15]=[C:14]([F:16])[C:13]([CH3:17])=[CH:12][C:11]=2[O:18][CH3:19])=[O:9])=[CH:6][CH:5]=[C:4](Cl)[N:3]=1.[CH2:21]([O:23][C:24]([N:26]1[CH2:31][CH2:30][CH:29]([NH2:32])[CH2:28][CH2:27]1)=[O:25])[CH3:22]. Given the product [CH2:21]([O:23][C:24]([N:26]1[CH2:27][CH2:28][CH:29]([NH:32][C:4]2[CH:5]=[CH:6][C:7]([C:8](=[O:9])[C:10]3[CH:15]=[C:14]([F:16])[C:13]([CH3:17])=[CH:12][C:11]=3[O:18][CH3:19])=[C:2]([NH2:1])[N:3]=2)[CH2:30][CH2:31]1)=[O:25])[CH3:22], predict the reactants needed to synthesize it.